The task is: Regression. Given two drug SMILES strings and cell line genomic features, predict the synergy score measuring deviation from expected non-interaction effect.. This data is from NCI-60 drug combinations with 297,098 pairs across 59 cell lines. (1) Drug 1: CC1=C(C(=CC=C1)Cl)NC(=O)C2=CN=C(S2)NC3=CC(=NC(=N3)C)N4CCN(CC4)CCO. Drug 2: CS(=O)(=O)CCNCC1=CC=C(O1)C2=CC3=C(C=C2)N=CN=C3NC4=CC(=C(C=C4)OCC5=CC(=CC=C5)F)Cl. Cell line: U251. Synergy scores: CSS=1.64, Synergy_ZIP=6.44, Synergy_Bliss=-1.03, Synergy_Loewe=-1.56, Synergy_HSA=-1.81. (2) Drug 1: C1CCC(C1)C(CC#N)N2C=C(C=N2)C3=C4C=CNC4=NC=N3. Drug 2: CC12CCC3C(C1CCC2=O)CC(=C)C4=CC(=O)C=CC34C. Cell line: RPMI-8226. Synergy scores: CSS=42.7, Synergy_ZIP=0.328, Synergy_Bliss=2.87, Synergy_Loewe=-20.2, Synergy_HSA=-0.412. (3) Drug 1: CC1CCC2CC(C(=CC=CC=CC(CC(C(=O)C(C(C(=CC(C(=O)CC(OC(=O)C3CCCCN3C(=O)C(=O)C1(O2)O)C(C)CC4CCC(C(C4)OC)O)C)C)O)OC)C)C)C)OC. Drug 2: C1CN1C2=NC(=NC(=N2)N3CC3)N4CC4. Cell line: SK-MEL-2. Synergy scores: CSS=28.7, Synergy_ZIP=-7.02, Synergy_Bliss=-0.402, Synergy_Loewe=-3.42, Synergy_HSA=-1.85. (4) Drug 1: CC1=C(C=C(C=C1)NC2=NC=CC(=N2)N(C)C3=CC4=NN(C(=C4C=C3)C)C)S(=O)(=O)N.Cl. Drug 2: CC(C1=C(C=CC(=C1Cl)F)Cl)OC2=C(N=CC(=C2)C3=CN(N=C3)C4CCNCC4)N. Cell line: MCF7. Synergy scores: CSS=-2.16, Synergy_ZIP=-0.884, Synergy_Bliss=1.97, Synergy_Loewe=-10.8, Synergy_HSA=-0.937. (5) Drug 1: CC1=C(C=C(C=C1)NC2=NC=CC(=N2)N(C)C3=CC4=NN(C(=C4C=C3)C)C)S(=O)(=O)N.Cl. Drug 2: CNC(=O)C1=NC=CC(=C1)OC2=CC=C(C=C2)NC(=O)NC3=CC(=C(C=C3)Cl)C(F)(F)F. Cell line: OVCAR-5. Synergy scores: CSS=28.9, Synergy_ZIP=-3.09, Synergy_Bliss=-0.861, Synergy_Loewe=-15.8, Synergy_HSA=-3.81. (6) Drug 1: C1=C(C(=O)NC(=O)N1)N(CCCl)CCCl. Drug 2: CC(C1=C(C=CC(=C1Cl)F)Cl)OC2=C(N=CC(=C2)C3=CN(N=C3)C4CCNCC4)N. Cell line: RPMI-8226. Synergy scores: CSS=18.0, Synergy_ZIP=0.0670, Synergy_Bliss=3.89, Synergy_Loewe=-3.01, Synergy_HSA=-0.803.